Dataset: Peptide-MHC class I binding affinity with 185,985 pairs from IEDB/IMGT. Task: Regression. Given a peptide amino acid sequence and an MHC pseudo amino acid sequence, predict their binding affinity value. This is MHC class I binding data. The peptide sequence is QTVEDEARR. The MHC is HLA-B44:03 with pseudo-sequence HLA-B44:03. The binding affinity (normalized) is 0.103.